From a dataset of Full USPTO retrosynthesis dataset with 1.9M reactions from patents (1976-2016). Predict the reactants needed to synthesize the given product. (1) Given the product [CH2:1]([O:3][C:4](=[O:34])[CH:5]([C:6]1[CH:33]=[C:9]2[CH2:10][N:11]([C:15]([O:17][CH2:18][C:19]3[CH:24]=[C:23]([C:25]([F:26])([F:27])[F:28])[CH:22]=[C:21]([C:29]([F:30])([F:31])[F:32])[CH:20]=3)=[O:16])[CH2:12][CH2:13][CH2:14][N:8]2[N:7]=1)[CH3:35])[CH3:2], predict the reactants needed to synthesize it. The reactants are: [CH2:1]([O:3][C:4](=[O:34])[CH2:5][C:6]1[CH:33]=[C:9]2[CH2:10][N:11]([C:15]([O:17][CH2:18][C:19]3[CH:24]=[C:23]([C:25]([F:28])([F:27])[F:26])[CH:22]=[C:21]([C:29]([F:32])([F:31])[F:30])[CH:20]=3)=[O:16])[CH2:12][CH2:13][CH2:14][N:8]2[N:7]=1)[CH3:2].[CH:35]([N-]C(C)C)(C)C.[Li+].CI. (2) The reactants are: [OH:1][C:2]([C:5]1[O:9][C:8]([C:10]2[S:11][C:12]([CH3:23])=[C:13]([C:15]([N:17]3[CH2:21][CH2:20][CH2:19][C@@H:18]3[CH3:22])=[O:16])[N:14]=2)=[N:7][N:6]=1)([CH3:4])[CH3:3].BrC1[CH:30]=[CH:29][C:28]([C:31]([OH:40])([C:36]([F:39])([F:38])[F:37])[C:32]([F:35])([F:34])[F:33])=[CH:27][C:26]=1[CH:41]([F:43])[F:42].C([O-])([O-])=O.[K+].[K+].C(O)(=O)C(C)(C)C.C(P(C12CC3CC(CC(C3)C1)C2)C12CC3CC(CC(C3)C1)C2)CCC. Given the product [F:43][CH:41]([F:42])[C:26]1[CH:27]=[C:28]([C:31]([OH:40])([C:32]([F:33])([F:34])[F:35])[C:36]([F:37])([F:38])[F:39])[CH:29]=[CH:30][C:23]=1[C:12]1[S:11][C:10]([C:8]2[O:9][C:5]([C:2]([OH:1])([CH3:4])[CH3:3])=[N:6][N:7]=2)=[N:14][C:13]=1[C:15]([N:17]1[CH2:21][CH2:20][CH2:19][C@@H:18]1[CH3:22])=[O:16], predict the reactants needed to synthesize it.